Regression. Given a peptide amino acid sequence and an MHC pseudo amino acid sequence, predict their binding affinity value. This is MHC class I binding data. From a dataset of Peptide-MHC class I binding affinity with 185,985 pairs from IEDB/IMGT. The peptide sequence is MPKDGLKVL. The MHC is HLA-B51:01 with pseudo-sequence HLA-B51:01. The binding affinity (normalized) is 0.188.